Dataset: Reaction yield outcomes from USPTO patents with 853,638 reactions. Task: Predict the reaction yield, written as a fraction of the theoretical maximum amount of product (1.0 means a 100% yield; for example, 0.34 means a 34% yield). (1) The reactants are [NH2:1][C:2]1[C:3]([C:19]#[N:20])=[C:4]([CH:16]=[CH:17][CH:18]=1)[O:5][CH2:6][C:7]1([C:10]([NH:12][CH2:13][CH2:14][CH3:15])=[O:11])[CH2:9][CH2:8]1.[S:21](Cl)(=[O:24])(=[O:23])[NH2:22]. No catalyst specified. The product is [C:19]([C:3]1[C:2]([NH:1][S:21](=[O:24])(=[O:23])[NH2:22])=[CH:18][CH:17]=[CH:16][C:4]=1[O:5][CH2:6][C:7]1([C:10]([NH:12][CH2:13][CH2:14][CH3:15])=[O:11])[CH2:8][CH2:9]1)#[N:20]. The yield is 0.780. (2) The reactants are [Na].[F:2][C:3]1[CH:4]=[C:5](/[CH:9]=[C:10](\[C:16]2[CH:21]=[CH:20][N:19]=[CH:18][CH:17]=2)/[C:11](OCC)=[O:12])[CH:6]=[CH:7][CH:8]=1.Cl.[NH2:23][C:24]([NH2:26])=[NH:25]. The catalyst is C(O)C. The product is [NH2:25][C:24]1[NH:26][C:11](=[O:12])[C:10]([C:16]2[CH:21]=[CH:20][N:19]=[CH:18][CH:17]=2)=[C:9]([C:5]2[CH:6]=[CH:7][CH:8]=[C:3]([F:2])[CH:4]=2)[N:23]=1. The yield is 0.440. (3) The reactants are Br[C:2]1[C:10]2[CH:9]=[CH:8][S:7][C:6]=2[C:5]([O:11]C)=[CH:4][CH:3]=1.[ClH:13].N1C=CC=CC=1. No catalyst specified. The product is [Cl:13][C:2]1[C:10]2[CH:9]=[CH:8][S:7][C:6]=2[C:5]([OH:11])=[CH:4][CH:3]=1. The yield is 0.410.